Dataset: Full USPTO retrosynthesis dataset with 1.9M reactions from patents (1976-2016). Task: Predict the reactants needed to synthesize the given product. (1) Given the product [C:1]([O:5][C:6](=[O:7])[NH:8][CH2:9][CH:10]1[O:15][CH2:14][CH2:13][N:12]([C:16]2[C:28]3[C:27]4[C:22](=[CH:23][C:24]([C:29](=[O:31])[NH2:32])=[CH:25][CH:26]=4)[NH:21][C:20]=3[N:19]=[CH:18][N:17]=2)[CH2:11]1)([CH3:4])([CH3:3])[CH3:2], predict the reactants needed to synthesize it. The reactants are: [C:1]([O:5][C:6]([NH:8][CH2:9][CH:10]1[O:15][CH2:14][CH2:13][N:12]([C:16]2[C:28]3[C:27]4[C:22](=[CH:23][C:24]([C:29]([OH:31])=O)=[CH:25][CH:26]=4)[NH:21][C:20]=3[N:19]=[CH:18][N:17]=2)[CH2:11]1)=[O:7])([CH3:4])([CH3:3])[CH3:2].[NH3:32]. (2) Given the product [C:25]([C:24]1[CH:27]=[C:20]([F:19])[C:21]([C:28]2[CH:33]=[CH:32][C:31]([O:17][CH2:16][C@H:4]3[CH2:3][C:2]([F:1])([F:18])[CH2:7][CH2:6][C@@H:5]3[NH:8][S:52]([CH2:49][CH3:50])(=[O:54])=[O:53])=[CH:30][CH:29]=2)=[N:22][CH:23]=1)#[N:26], predict the reactants needed to synthesize it. The reactants are: [F:1][C:2]1([F:18])[CH2:7][CH2:6][C@H:5]([NH:8]C(=O)OC(C)(C)C)[C@@H:4]([CH2:16][OH:17])[CH2:3]1.[F:19][C:20]1[C:21]([C:28]2[CH:33]=[CH:32][C:31](O)=[CH:30][CH:29]=2)=[N:22][CH:23]=[C:24]([CH:27]=1)[C:25]#[N:26].C(C=P(CC[CH2:49][CH3:50])(CCCC)CCCC)#N.C[S:52](Cl)(=[O:54])=[O:53].C1CCN2C(=NCCC2)CC1.